This data is from M1 muscarinic receptor antagonist screen with 61,756 compounds. The task is: Binary Classification. Given a drug SMILES string, predict its activity (active/inactive) in a high-throughput screening assay against a specified biological target. (1) The molecule is O=C(N1CCc2c1cccc2)C(n1ccnc1)CC(=O)N1CCc2c(C1)cccc2. The result is 0 (inactive). (2) The compound is O\N=C\c1n(c2ccccc2)ccc1. The result is 0 (inactive). (3) The molecule is O=c1c2c(n(CCCCCC)cc1C(O)=O)cccc2. The result is 0 (inactive). (4) The drug is OC(Cn1c2c(n(CCCCC)c1=N)cccc2)COc1c(OC)cccc1. The result is 0 (inactive). (5) The drug is Brc1cc2cc(C(=O)N3CCN(CC3)C(=O)c3occc3)c(oc2c(OC)c1)=O. The result is 0 (inactive). (6) The result is 0 (inactive). The compound is O=C1N(C(=O)N(C(=O)C1Cc1ccc(OCC=C)cc1)C)C.